Dataset: Catalyst prediction with 721,799 reactions and 888 catalyst types from USPTO. Task: Predict which catalyst facilitates the given reaction. (1) Reactant: C[O:2][C:3]1[N:8]=[C:7]2[CH:9]=[CH:10][N:11]([Si](C(C)C)(C(C)C)C(C)C)[C:6]2=[CH:5][C:4]=1[CH:22]1[CH2:27][CH2:26][N:25](C(OC(C)(C)C)=O)[CH2:24][CH2:23]1.[Si](I)(C)(C)C. Product: [NH:25]1[CH2:24][CH2:23][CH:22]([C:4]2[C:3](=[O:2])[NH:8][C:7]3[CH:9]=[CH:10][NH:11][C:6]=3[CH:5]=2)[CH2:27][CH2:26]1. The catalyst class is: 2. (2) Reactant: CC(OI1(OC(C)=O)(OC(C)=O)OC(=O)C2C=CC=CC1=2)=O.[OH:23][CH2:24][CH2:25][CH2:26][C:27]1[CH:32]=[C:31]([C:33]2[CH:38]=[CH:37][C:36]([CH3:39])=[C:35]([CH3:40])[CH:34]=2)[N:30]=[C:29]([C:41]#[N:42])[N:28]=1. Product: [O:23]=[CH:24][CH2:25][CH2:26][C:27]1[CH:32]=[C:31]([C:33]2[CH:38]=[CH:37][C:36]([CH3:39])=[C:35]([CH3:40])[CH:34]=2)[N:30]=[C:29]([C:41]#[N:42])[N:28]=1. The catalyst class is: 4. (3) Reactant: [CH2:1]([NH:8][C:9](=O)[CH2:10][C:11]1[C:12]([CH2:17][OH:18])=[N:13][CH:14]=[CH:15][CH:16]=1)[C:2]1[CH:7]=[CH:6][CH:5]=[CH:4][CH:3]=1.B. Product: [CH2:1]([NH:8][CH2:9][CH2:10][C:11]1[C:12]([CH2:17][OH:18])=[N:13][CH:14]=[CH:15][CH:16]=1)[C:2]1[CH:3]=[CH:4][CH:5]=[CH:6][CH:7]=1. The catalyst class is: 1.